From a dataset of Full USPTO retrosynthesis dataset with 1.9M reactions from patents (1976-2016). Predict the reactants needed to synthesize the given product. Given the product [N:1]1[CH:6]=[CH:5][CH:4]=[CH:3][C:2]=1[CH:7]([NH2:13])[CH3:8], predict the reactants needed to synthesize it. The reactants are: [N:1]1[CH:6]=[CH:5][CH:4]=[CH:3][C:2]=1[C:7](=O)[CH3:8].[Cl-].[NH4+].C([BH3-])#[N:13].[Na+].CC1C=CC(S(O)(=O)=O)=CC=1.